Dataset: Forward reaction prediction with 1.9M reactions from USPTO patents (1976-2016). Task: Predict the product of the given reaction. (1) Given the reactants [CH3:1][O:2][C:3]1[CH:4]=[CH:5][C:6]([N+:15]([O-:17])=[O:16])=[C:7]([CH:9]([OH:14])[C:10]([CH3:13])([CH3:12])[CH3:11])[CH:8]=1.[C@:18]12([CH3:30])[C:24]([CH3:26])([CH3:25])[CH:21]([CH2:22][CH2:23]1)[CH2:20][CH:19]2[C:27](Cl)=[O:28], predict the reaction product. The product is: [C@:18]12([CH3:30])[C:24]([CH3:25])([CH3:26])[CH:21]([CH2:22][CH2:23]1)[CH2:20][CH:19]2[C:27]([O:14][CH:9]([C:7]1[CH:8]=[C:3]([O:2][CH3:1])[CH:4]=[CH:5][C:6]=1[N+:15]([O-:17])=[O:16])[C:10]([CH3:13])([CH3:12])[CH3:11])=[O:28]. (2) Given the reactants [CH3:1][O:2][C:3]1[CH:4]=[C:5]([C:9]2[C:17]3[O:16][CH:15]([CH2:18][NH2:19])[CH2:14][C:13]=3[CH:12]=[CH:11][CH:10]=2)[CH:6]=[CH:7][CH:8]=1.C(N(C(C)C)CC)(C)C.Cl[C:30]([O:32][CH2:33][C:34]1[CH:39]=[CH:38][CH:37]=[CH:36][CH:35]=1)=[O:31].C(OC(=O)NCC1CC2C=CC=C(C3CCCC3)C=2O1)C1C=CC=CC=1, predict the reaction product. The product is: [CH3:1][O:2][C:3]1[CH:4]=[C:5]([C:9]2[C:17]3[O:16][CH:15]([CH2:18][NH:19][C:30](=[O:31])[O:32][CH2:33][C:34]4[CH:39]=[CH:38][CH:37]=[CH:36][CH:35]=4)[CH2:14][C:13]=3[CH:12]=[CH:11][CH:10]=2)[CH:6]=[CH:7][CH:8]=1. (3) Given the reactants Br[C:2]1[CH:7]=[CH:6][C:5]([C@H:8]2[CH2:10][C@@H:9]2[CH2:11][N:12]2[CH2:17][CH2:16][CH2:15][CH2:14][CH2:13]2)=[CH:4][CH:3]=1.[N:18]1[NH:19][C:20](=[O:24])[CH:21]=[CH:22][CH:23]=1, predict the reaction product. The product is: [N:12]1([CH2:11][C@H:9]2[CH2:10][C@@H:8]2[C:5]2[CH:6]=[CH:7][C:2]([N:19]3[C:20](=[O:24])[CH:21]=[CH:22][CH:23]=[N:18]3)=[CH:3][CH:4]=2)[CH2:17][CH2:16][CH2:15][CH2:14][CH2:13]1.